This data is from Full USPTO retrosynthesis dataset with 1.9M reactions from patents (1976-2016). The task is: Predict the reactants needed to synthesize the given product. (1) Given the product [CH2:1]([O:3][C:4](=[O:13])[CH2:5][C:10]1[CH:11]=[N:21][N:20]([C:14]2[CH:19]=[CH:18][CH:17]=[CH:16][CH:15]=2)[C:22]=1[CH3:23])[CH3:2], predict the reactants needed to synthesize it. The reactants are: [CH2:1]([O:3][C:4](=[O:13])[C:5]([C:10](=O)[CH3:11])=CN(C)C)[CH3:2].[C:14]1([NH:20][NH2:21])[CH:19]=[CH:18][CH:17]=[CH:16][CH:15]=1.[CH3:22][CH2:23]O. (2) Given the product [ClH:41].[OH:34][C:21]([C:28]1[CH:33]=[CH:32][CH:31]=[CH:30][CH:29]=1)([C:22]1[CH:23]=[CH:24][CH:25]=[CH:26][CH:27]=1)[CH:18]1[CH2:19][CH2:20][N:15]([CH2:14][CH2:13][CH2:12][C:11]([C:8]2[CH:9]=[CH:10][C:5]([C:4]([CH3:37])([CH3:36])[C:3]([OH:38])=[O:2])=[CH:6][CH:7]=2)=[O:35])[CH2:16][CH2:17]1, predict the reactants needed to synthesize it. The reactants are: C[O:2][C:3](=[O:38])[C:4]([CH3:37])([CH3:36])[C:5]1[CH:10]=[CH:9][C:8]([C:11](=[O:35])[CH2:12][CH2:13][CH2:14][N:15]2[CH2:20][CH2:19][CH:18]([C:21]([OH:34])([C:28]3[CH:33]=[CH:32][CH:31]=[CH:30][CH:29]=3)[C:22]3[CH:27]=[CH:26][CH:25]=[CH:24][CH:23]=3)[CH2:17][CH2:16]2)=[CH:7][CH:6]=1.[OH-].[Na+].[ClH:41]. (3) Given the product [CH:33]1([O:26][C:17]2[C:16]([O:15][C:6]3[C:5]4[C:10](=[CH:11][C:12]([O:13][CH3:14])=[C:3]([O:2][CH3:1])[CH:4]=4)[N:9]=[CH:8][CH:7]=3)=[CH:25][C:24]3[C:19](=[CH:20][CH:21]=[CH:22][CH:23]=3)[N:18]=2)[CH2:37][CH2:36][CH2:35][CH2:34]1, predict the reactants needed to synthesize it. The reactants are: [CH3:1][O:2][C:3]1[CH:4]=[C:5]2[C:10](=[CH:11][C:12]=1[O:13][CH3:14])[N:9]=[CH:8][CH:7]=[C:6]2[O:15][C:16]1[C:17]([OH:26])=[N:18][C:19]2[C:24]([CH:25]=1)=[CH:23][CH:22]=[CH:21][CH:20]=2.C(=O)([O-])[O-].[K+].[K+].[CH:33]1(Br)[CH2:37][CH2:36][CH2:35][CH2:34]1.O. (4) Given the product [CH3:15][CH:14]([CH3:16])[CH2:13][CH2:12][N:4]1[C:5]2[N:6]=[CH:7][N:8]=[C:9]([NH2:11])[C:10]=2[C:2]([C:25]2[CH:26]=[C:27]3[C:31](=[CH:32][CH:33]=2)[N:30]([C:34](=[O:46])[CH2:35][C:36]2[CH:41]=[CH:40][CH:39]=[C:38]([C:42]([F:45])([F:43])[F:44])[CH:37]=2)[CH2:29][CH2:28]3)=[CH:3]1, predict the reactants needed to synthesize it. The reactants are: Br[C:2]1[C:10]2[C:9]([NH2:11])=[N:8][CH:7]=[N:6][C:5]=2[N:4]([CH2:12][CH2:13][CH:14]([CH3:16])[CH3:15])[CH:3]=1.CC1(C)C(C)(C)OB([C:25]2[CH:26]=[C:27]3[C:31](=[CH:32][CH:33]=2)[N:30]([C:34](=[O:46])[CH2:35][C:36]2[CH:41]=[CH:40][CH:39]=[C:38]([C:42]([F:45])([F:44])[F:43])[CH:37]=2)[CH2:29][CH2:28]3)O1.O1CCOCC1.C([O-])(O)=O.[Na+]. (5) Given the product [NH2:4][C:5]1[CH:17]=[C:16]2[C:8]([C:9]3[C:14]([CH2:18][CH2:19][CH2:20][CH3:21])([CH2:15]2)[CH2:13][CH2:12][C:11](=[O:22])[CH:10]=3)=[CH:7][CH:6]=1, predict the reactants needed to synthesize it. The reactants are: C([NH:4][C:5]1[CH:17]=[C:16]2[C:8]([C:9]3[C:14]([CH2:18][CH2:19][CH2:20][CH3:21])([CH2:15]2)[CH2:13][CH2:12][C:11](=[O:22])[CH:10]=3)=[CH:7][CH:6]=1)(=O)C.C([O-])(O)=O.[Na+].